From a dataset of Full USPTO retrosynthesis dataset with 1.9M reactions from patents (1976-2016). Predict the reactants needed to synthesize the given product. (1) Given the product [Cl:1][C:2]1[CH:7]=[CH:6][C:5]([N:8]2[C:18](=[O:19])[C:17]([CH3:24])([CH3:16])[C:21](=[O:22])[NH:15][C:10]3[CH:11]=[CH:12][CH:13]=[CH:14][C:9]2=3)=[CH:4][CH:3]=1, predict the reactants needed to synthesize it. The reactants are: [Cl:1][C:2]1[CH:7]=[CH:6][C:5]([NH:8][C:9]2[C:10]([NH2:15])=[CH:11][CH:12]=[CH:13][CH:14]=2)=[CH:4][CH:3]=1.[CH3:16][C:17]([CH3:24])([C:21](Cl)=[O:22])[C:18](Cl)=[O:19]. (2) Given the product [F:1][C:2]1[C:3]([NH:17][C:18]2[CH:29]=[CH:28][CH:27]=[CH:26][C:19]=2[C:20]([NH:22][CH:23]([CH3:25])[CH3:24])=[O:21])=[N:4][C:5]([NH:8][C:9]2[CH:10]=[CH:11][C:12]([CH2:15][NH:36][CH2:35][CH2:34][S:31]([CH3:30])(=[O:33])=[O:32])=[CH:13][CH:14]=2)=[N:6][CH:7]=1, predict the reactants needed to synthesize it. The reactants are: [F:1][C:2]1[C:3]([NH:17][C:18]2[CH:29]=[CH:28][CH:27]=[CH:26][C:19]=2[C:20]([NH:22][CH:23]([CH3:25])[CH3:24])=[O:21])=[N:4][C:5]([NH:8][C:9]2[CH:14]=[CH:13][C:12]([CH:15]=O)=[CH:11][CH:10]=2)=[N:6][CH:7]=1.[CH3:30][S:31]([CH2:34][CH2:35][NH2:36])(=[O:33])=[O:32]. (3) Given the product [Cl:1][C:2]1[CH:9]=[CH:8][C:5](/[CH:6]=[CH:12]/[C:13]([OH:15])=[O:14])=[CH:4][C:3]=1[F:10], predict the reactants needed to synthesize it. The reactants are: [Cl:1][C:2]1[CH:9]=[CH:8][C:5]([CH:6]=O)=[CH:4][C:3]=1[F:10].C(O)(=O)[CH2:12][C:13]([OH:15])=[O:14].N1C=CC=CC=1.Cl.